This data is from Reaction yield outcomes from USPTO patents with 853,638 reactions. The task is: Predict the reaction yield, written as a fraction of the theoretical maximum amount of product (1.0 means a 100% yield; for example, 0.34 means a 34% yield). (1) The reactants are [CH:1]1([C:4]([C:6]2[CH:7]=[N:8][C:9]3[C:14]([C:15]=2[NH:16][C@H:17]2[CH2:22][CH2:21][C@H:20]([NH:23]C(=O)OC(C)(C)C)[CH2:19][CH2:18]2)=[CH:13][C:12]([C:31]2[CH:36]=[CH:35][N:34]=[CH:33][CH:32]=2)=[CH:11][CH:10]=3)=[O:5])[CH2:3][CH2:2]1.C(O)(C(F)(F)F)=O. No catalyst specified. The product is [NH2:23][C@H:20]1[CH2:19][CH2:18][C@H:17]([NH:16][C:15]2[C:14]3[C:9](=[CH:10][CH:11]=[C:12]([C:31]4[CH:36]=[CH:35][N:34]=[CH:33][CH:32]=4)[CH:13]=3)[N:8]=[CH:7][C:6]=2[C:4]([CH:1]2[CH2:2][CH2:3]2)=[O:5])[CH2:22][CH2:21]1. The yield is 0.390. (2) The reactants are C([O:8][N:9]1[C:15](=[O:16])[N:14]2[CH2:17][C@H:10]1[CH2:11][CH2:12][C@H:13]2[C:18]([NH:20][O:21][CH2:22][C@@H:23]1[CH2:27][CH2:26][CH2:25][N:24]1[C:28]([O:30][C:31]([CH3:34])([CH3:33])[CH3:32])=[O:29])=[O:19])C1C=CC=CC=1. The catalyst is CO.[Pd]. The product is [OH:8][N:9]1[C:15](=[O:16])[N:14]2[CH2:17][C@H:10]1[CH2:11][CH2:12][C@H:13]2[C:18]([NH:20][O:21][CH2:22][C@@H:23]1[CH2:27][CH2:26][CH2:25][N:24]1[C:28]([O:30][C:31]([CH3:34])([CH3:33])[CH3:32])=[O:29])=[O:19]. The yield is 1.00. (3) The reactants are [CH3:1][C:2]([CH3:23])([CH3:22])[C:3](=[O:21])[CH2:4][N:5]1[CH2:12][CH:11]2[O:13][CH:7]([CH2:8][N:9](C(OC(C)(C)C)=O)[CH2:10]2)[CH2:6]1.Cl.C(#N)C.C([O-])([O-])=O.[K+].[K+]. The catalyst is C(OCC)(=O)C. The product is [CH3:1][C:2]([CH3:23])([CH3:22])[C:3](=[O:21])[CH2:4][N:5]1[CH2:12][CH:11]2[O:13][CH:7]([CH2:8][NH:9][CH2:10]2)[CH2:6]1. The yield is 0.860. (4) The reactants are Cl[C:2]1[N:3]=[C:4]2[C:9](=[CH:10][CH:11]=1)[N:8]=[CH:7][C:6]([C:12]([CH:14]1[CH2:17][CH2:16][CH2:15]1)=[O:13])=[C:5]2[NH:18][CH:19]1[CH2:24][CH2:23][CH:22]([CH2:25][N:26]([CH3:28])[CH3:27])[CH2:21][CH2:20]1.[Cl:29][C:30]1[CH:35]=[C:34](B2OC(C)(C)C(C)(C)O2)[CH:33]=[C:32]([F:45])[C:31]=1[OH:46]. No catalyst specified. The product is [Cl:29][C:30]1[CH:35]=[C:34]([C:2]2[N:3]=[C:4]3[C:9](=[CH:10][CH:11]=2)[N:8]=[CH:7][C:6]([C:12]([CH:14]2[CH2:15][CH2:16][CH2:17]2)=[O:13])=[C:5]3[NH:18][CH:19]2[CH2:20][CH2:21][CH:22]([CH2:25][N:26]([CH3:27])[CH3:28])[CH2:23][CH2:24]2)[CH:33]=[C:32]([F:45])[C:31]=1[OH:46]. The yield is 0.770. (5) The reactants are [Si:1]([O:8][CH2:9][CH2:10][N:11]1[CH2:19][C:18]2[C:13](=[CH:14][CH:15]=[C:16]([NH2:20])[CH:17]=2)[CH2:12]1)([C:4]([CH3:7])([CH3:6])[CH3:5])([CH3:3])[CH3:2].Cl[C:22]1[N:27]=[C:26]([NH:28][C@@H:29]2[CH2:34][CH2:33][CH2:32][N:31]([C:35](=[O:38])[CH:36]=[CH2:37])[CH2:30]2)[C:25]([F:39])=[CH:24][N:23]=1.C([O-])([O-])=O.[Cs+].[Cs+].CN(C1C(C2C(P(C3CCCCC3)C3CCCCC3)=CC=CC=2)=CC=CC=1)C. The catalyst is C1C=CC(/C=C/C(/C=C/C2C=CC=CC=2)=O)=CC=1.C1C=CC(/C=C/C(/C=C/C2C=CC=CC=2)=O)=CC=1.C1C=CC(/C=C/C(/C=C/C2C=CC=CC=2)=O)=CC=1.[Pd].[Pd]. The product is [Si:1]([O:8][CH2:9][CH2:10][N:11]1[CH2:19][C:18]2[C:13](=[CH:14][CH:15]=[C:16]([NH:20][C:22]3[N:27]=[C:26]([NH:28][C@@H:29]4[CH2:34][CH2:33][CH2:32][N:31]([C:35](=[O:38])[CH:36]=[CH2:37])[CH2:30]4)[C:25]([F:39])=[CH:24][N:23]=3)[CH:17]=2)[CH2:12]1)([C:4]([CH3:7])([CH3:6])[CH3:5])([CH3:3])[CH3:2]. The yield is 0.681. (6) The reactants are [O:1]1[C:5]2([CH2:10][CH2:9][CH:8]([C:11]#[N:12])[CH2:7][CH2:6]2)[O:4][CH2:3][CH2:2]1.[NH4+]=[S:14]. The catalyst is CO. The product is [O:1]1[C:5]2([CH2:10][CH2:9][CH:8]([C:11](=[S:14])[NH2:12])[CH2:7][CH2:6]2)[O:4][CH2:3][CH2:2]1. The yield is 0.230. (7) The reactants are [C:1]([O:4][C@@H:5]1[C@@H:10]([O:11][C:12](=[O:14])[CH3:13])[C@H:9]([O:15][C:16](=[O:18])[CH3:17])[CH2:8][S:7][CH:6]1Br)(=[O:3])[CH3:2].[OH:20][C:21]1[C:29]2[N:28]=[CH:27][N:26]([CH3:30])[C:25]=2[CH:24]=[CH:23][CH:22]=1. No catalyst specified. The product is [C:1]([O:4][C@@H:5]1[C@@H:10]([O:11][C:12](=[O:14])[CH3:13])[C@H:9]([O:15][C:16](=[O:18])[CH3:17])[CH2:8][S:7][C@H:6]1[O:20][C:21]1[C:29]2[N:28]=[CH:27][N:26]([CH3:30])[C:25]=2[CH:24]=[CH:23][CH:22]=1)(=[O:3])[CH3:2]. The yield is 0.380. (8) The reactants are [C:1]1([CH2:7][NH2:8])[CH:6]=[CH:5][CH:4]=[CH:3][CH:2]=1.[Cl:9][C:10]1[CH:15]=[CH:14][C:13]([C:16]2[NH:17][C:18]3[N:19]([N:23]=[CH:24][C:25]=3[C:26](OCC)=[O:27])[C:20](=[O:22])[CH:21]=2)=[CH:12][CH:11]=1. The catalyst is C(Cl)(Cl)Cl. The product is [CH2:7]([NH:8][C:26]([C:25]1[CH:24]=[N:23][N:19]2[C:20](=[O:22])[CH:21]=[C:16]([C:13]3[CH:14]=[CH:15][C:10]([Cl:9])=[CH:11][CH:12]=3)[NH:17][C:18]=12)=[O:27])[C:1]1[CH:6]=[CH:5][CH:4]=[CH:3][CH:2]=1. The yield is 0.490.